Predict the product of the given reaction. From a dataset of Forward reaction prediction with 1.9M reactions from USPTO patents (1976-2016). (1) Given the reactants [F:1][C:2]1[CH:7]=[CH:6][CH:5]=[C:4]([F:8])[C:3]=1[N:9]1[C:17]2[CH:16]=[CH:15][N:14]=[C:13]([O:18][CH3:19])[C:12]=2[C:11]([C:20]2[CH:25]=[CH:24][C:23]([N:26]3[CH2:31][CH2:30][N:29](C(OC(C)(C)C)=O)[CH2:28][CH2:27]3)=[CH:22][CH:21]=2)=[N:10]1.FC(F)(F)C(O)=O, predict the reaction product. The product is: [F:1][C:2]1[CH:7]=[CH:6][CH:5]=[C:4]([F:8])[C:3]=1[N:9]1[C:17]2[CH:16]=[CH:15][N:14]=[C:13]([O:18][CH3:19])[C:12]=2[C:11]([C:20]2[CH:21]=[CH:22][C:23]([N:26]3[CH2:27][CH2:28][NH:29][CH2:30][CH2:31]3)=[CH:24][CH:25]=2)=[N:10]1. (2) Given the reactants [F:1][C:2]1[CH:3]=[C:4]([C:8]2[C:16]3[C:11](=[CH:12][CH:13]=[C:14](/[CH:17]=[CH:18]/[C:19]([O:21]CC)=[O:20])[CH:15]=3)[NH:10][N:9]=2)[CH:5]=[CH:6][CH:7]=1.[OH-].[Na+].Cl, predict the reaction product. The product is: [F:1][C:2]1[CH:3]=[C:4]([C:8]2[C:16]3[C:11](=[CH:12][CH:13]=[C:14](/[CH:17]=[CH:18]/[C:19]([OH:21])=[O:20])[CH:15]=3)[NH:10][N:9]=2)[CH:5]=[CH:6][CH:7]=1. (3) Given the reactants C(O[C:6](=O)[N:7]([CH2:9][C:10]1[CH:14]=[C:13]([C:15]2[C:16]([F:21])=[N:17][CH:18]=[CH:19][CH:20]=2)[N:12]([S:22]([C:25]2[CH:26]=[N:27][CH:28]=[CH:29][CH:30]=2)(=[O:24])=[O:23])[CH:11]=1)C)(C)(C)C.[C:32]([O:35]CC)(=[O:34])[CH3:33].Cl.[C:39]([O:42]CC)(=[O:41])[CH3:40], predict the reaction product. The product is: [C:39]([OH:42])(=[O:41])/[CH:40]=[CH:33]/[C:32]([OH:35])=[O:34].[F:21][C:16]1[C:15]([C:13]2[N:12]([S:22]([C:25]3[CH:26]=[N:27][CH:28]=[CH:29][CH:30]=3)(=[O:23])=[O:24])[CH:11]=[C:10]([CH2:9][NH:7][CH3:6])[CH:14]=2)=[CH:20][CH:19]=[CH:18][N:17]=1.